This data is from Reaction yield outcomes from USPTO patents with 853,638 reactions. The task is: Predict the reaction yield, written as a fraction of the theoretical maximum amount of product (1.0 means a 100% yield; for example, 0.34 means a 34% yield). (1) The reactants are Br[C:2]1[CH:9]=[CH:8][C:5]([C:6]#[N:7])=[C:4]([CH:10]2[CH2:15][C:14]([CH3:29])([S:16]([C:19]3[CH:24]=[CH:23][CH:22]=[C:21]([C:25]([F:28])([F:27])[F:26])[CH:20]=3)(=[O:18])=[O:17])[CH2:13][CH2:12][O:11]2)[CH:3]=1.CCN(C(C)C)C(C)C.CC1(C)C2C(=C(P(C3C=CC=CC=3)C3C=CC=CC=3)C=CC=2)OC2C(P(C3C=CC=CC=3)C3C=CC=CC=3)=CC=CC1=2.[CH3:81][S-:82].[Na+]. The yield is 0.640. The catalyst is C1(C)C=CC=CC=1.C1C=CC(/C=C/C(/C=C/C2C=CC=CC=2)=O)=CC=1.C1C=CC(/C=C/C(/C=C/C2C=CC=CC=2)=O)=CC=1.C1C=CC(/C=C/C(/C=C/C2C=CC=CC=2)=O)=CC=1.[Pd].[Pd]. The product is [CH3:29][C:14]1([S:16]([C:19]2[CH:24]=[CH:23][CH:22]=[C:21]([C:25]([F:26])([F:27])[F:28])[CH:20]=2)(=[O:17])=[O:18])[CH2:13][CH2:12][O:11][CH:10]([C:4]2[CH:3]=[C:2]([S:82][CH3:81])[CH:9]=[CH:8][C:5]=2[C:6]#[N:7])[CH2:15]1. (2) The reactants are Cl[C:2]1[CH:11]=[C:10]([NH:12][CH:13]2[CH2:19][CH:18]3[N:20]([CH3:21])[CH:15]([CH2:16][CH2:17]3)[CH2:14]2)[C:5]([C:6]([O:8][CH3:9])=[O:7])=[CH:4][N:3]=1.[CH3:22][O:23][C:24]1[N:25]=[CH:26][C:27]([NH2:30])=[N:28][CH:29]=1.C(=O)([O-])[O-].[Cs+].[Cs+].C1(P(C2C=CC=CC=2)C2C3OC4C(=CC=CC=4P(C4C=CC=CC=4)C4C=CC=CC=4)C(C)(C)C=3C=CC=2)C=CC=CC=1. No catalyst specified. The product is [CH3:22][O:23][C:24]1[N:25]=[CH:26][C:27]([NH:30][C:2]2[CH:11]=[C:10]([NH:12][CH:13]3[CH2:19][CH:18]4[N:20]([CH3:21])[CH:15]([CH2:16][CH2:17]4)[CH2:14]3)[C:5]([C:6]([O:8][CH3:9])=[O:7])=[CH:4][N:3]=2)=[N:28][CH:29]=1. The yield is 0.150. (3) The reactants are [F:1][C:2]1[CH:3]=[C:4]2[C:9](=[CH:10][CH:11]=1)[C:8](=[O:12])[NH:7][CH2:6][CH2:5]2.I[C:14]1[CH:15]=[N:16][CH:17]=[CH:18][C:19]=1[CH:20]1[CH2:22][CH2:21]1.P([O-])([O-])([O-])=O.[K+].[K+].[K+]. The catalyst is [Cu](I)I.O1CCOCC1. The product is [CH:20]1([C:19]2[CH:18]=[CH:17][N:16]=[CH:15][C:14]=2[N:7]2[CH2:6][CH2:5][C:4]3[C:9](=[CH:10][CH:11]=[C:2]([F:1])[CH:3]=3)[C:8]2=[O:12])[CH2:22][CH2:21]1. The yield is 0.819. (4) The reactants are [F:1][C:2]([F:34])([F:33])[C:3]1[N:8]=[CH:7][C:6]([C@H:9]([NH:12][C:13]([C:15]2[C:16](Br)=[C:17]([C:24]([N:26]3[CH2:30][CH2:29][CH2:28][C@@H:27]3[CH3:31])=[O:25])[N:18]3[CH2:23][CH2:22][O:21][CH2:20][C:19]=23)=[O:14])[CH2:10][CH3:11])=[CH:5][CH:4]=1.[CH3:35][Sn](C)(C)C. The catalyst is CN(C)C=O.C1(P([Pd-4](P(C2C=CC=CC=2)(C2C=CC=CC=2)C2C=CC=CC=2)(P(C2C=CC=CC=2)(C2C=CC=CC=2)C2C=CC=CC=2)P(C2C=CC=CC=2)(C2C=CC=CC=2)C2C=CC=CC=2)(C2C=CC=CC=2)C2C=CC=CC=2)C=CC=CC=1. The product is [F:1][C:2]([F:34])([F:33])[C:3]1[N:8]=[CH:7][C:6]([C@H:9]([NH:12][C:13]([C:15]2[C:16]([CH3:35])=[C:17]([C:24]([N:26]3[CH2:30][CH2:29][CH2:28][C@@H:27]3[CH3:31])=[O:25])[N:18]3[CH2:23][CH2:22][O:21][CH2:20][C:19]=23)=[O:14])[CH2:10][CH3:11])=[CH:5][CH:4]=1. The yield is 0.920. (5) The reactants are [C:1]([O:9]CC)(=O)[CH2:2][C:3]([O:5][CH2:6][CH3:7])=[O:4].[H-].[Na+].[H][H].[CH2:16]([N:23]1[C:28]2[CH:29]=[CH:30][C:31]([CH3:33])=[CH:32][C:27]=2[C:26](=O)[O:25]C1=O)[C:17]1[CH:22]=[CH:21][CH:20]=[CH:19][CH:18]=1.Cl. The catalyst is CC(N(C)C)=O. The product is [CH2:6]([O:5][C:3]([C:2]1[C:1](=[O:9])[N:23]([CH2:16][C:17]2[CH:18]=[CH:19][CH:20]=[CH:21][CH:22]=2)[C:28]2[C:27]([C:26]=1[OH:25])=[CH:32][C:31]([CH3:33])=[CH:30][CH:29]=2)=[O:4])[CH3:7]. The yield is 0.970. (6) The reactants are C([O:3][C:4]([C:6]1[N:7]([CH3:16])[N:8]=[CH:9][C:10]=1[C:11]([O:13][CH2:14][CH3:15])=[O:12])=[O:5])C.O.[OH-].[Li+]. The catalyst is O1CCCC1.C(O)C.O. The product is [CH2:14]([O:13][C:11]([C:10]1[CH:9]=[N:8][N:7]([CH3:16])[C:6]=1[C:4]([OH:5])=[O:3])=[O:12])[CH3:15]. The yield is 0.800. (7) The reactants are C[N:2](C)[C:3]1[CH:8]=[CH:7][N:6]=[CH:5][C:4]=1[C:9](=O)[C:10]([F:13])([F:12])[F:11].Cl.[NH2:17]N.CO.C(Cl)Cl. The catalyst is C(O)CCC. The product is [F:11][C:10]([F:13])([F:12])[C:9]1[C:4]2[CH:5]=[N:6][CH:7]=[CH:8][C:3]=2[NH:2][N:17]=1. The yield is 0.850. (8) The reactants are [CH2:1]([O:8][CH2:9][CH2:10][N:11]1[C:15]2=[N:16][C:17]([C:20]#N)=[CH:18][CH:19]=[C:14]2[C:13]([CH:22]2[CH2:27][CH2:26][CH2:25][CH2:24][CH2:23]2)=[CH:12]1)[C:2]1[CH:7]=[CH:6][CH:5]=[CH:4][CH:3]=1.[C:28](Cl)(=[O:30])[CH3:29].C([OH:34])C. No catalyst specified. The product is [CH2:1]([O:8][CH2:9][CH2:10][N:11]1[C:15]2=[N:16][C:17]([C:20]([O:30][CH2:28][CH3:29])=[O:34])=[CH:18][CH:19]=[C:14]2[C:13]([CH:22]2[CH2:27][CH2:26][CH2:25][CH2:24][CH2:23]2)=[CH:12]1)[C:2]1[CH:7]=[CH:6][CH:5]=[CH:4][CH:3]=1. The yield is 0.700. (9) The reactants are [NH2:1][C@H:2]1[C@H:6]([C:7]2[CH:12]=[CH:11][C:10]([F:13])=[C:9]([F:14])[CH:8]=2)[CH2:5][N:4]([C@H:15]([C:18]([F:21])([F:20])[F:19])[CH2:16][OH:17])[CH2:3]1.[CH2:22]([O:24][C:25]1[C:29]([CH3:30])=[C:28]([NH:31][C:32](=O)[O:33]C2C=CC=CC=2)[N:27]([C:41]2[CH:46]=[CH:45][CH:44]=[CH:43][CH:42]=2)[N:26]=1)[CH3:23].CCN(C(C)C)C(C)C. The catalyst is CN(C=O)C. The product is [F:14][C:9]1[CH:8]=[C:7]([C@@H:6]2[CH2:5][N:4]([C@@H:15]([CH2:16][OH:17])[C:18]([F:21])([F:20])[F:19])[CH2:3][C@H:2]2[NH:1][C:32]([NH:31][C:28]2[N:27]([C:41]3[CH:46]=[CH:45][CH:44]=[CH:43][CH:42]=3)[N:26]=[C:25]([O:24][CH2:22][CH3:23])[C:29]=2[CH3:30])=[O:33])[CH:12]=[CH:11][C:10]=1[F:13]. The yield is 0.540.